From a dataset of Catalyst prediction with 721,799 reactions and 888 catalyst types from USPTO. Predict which catalyst facilitates the given reaction. (1) Product: [S:1]1[C:5]2[CH:6]=[C:7]([N:10]3[CH2:14][CH2:13][N:12]([C:17]4[CH:18]=[C:19]5[CH:25]=[CH:24][N:23]([CH2:26][O:27][CH2:28][CH2:29][Si:30]([CH3:33])([CH3:32])[CH3:31])[C:20]5=[N:21][CH:22]=4)[C:11]3=[O:15])[CH:8]=[CH:9][C:4]=2[N:3]=[CH:2]1. The catalyst class is: 246. Reactant: [S:1]1[C:5]2[CH:6]=[C:7]([N:10]3[CH2:14][CH2:13][NH:12][C:11]3=[O:15])[CH:8]=[CH:9][C:4]=2[N:3]=[CH:2]1.Br[C:17]1[CH:18]=[C:19]2[CH:25]=[CH:24][N:23]([CH2:26][O:27][CH2:28][CH2:29][Si:30]([CH3:33])([CH3:32])[CH3:31])[C:20]2=[N:21][CH:22]=1.CN[C@@H]1CCCC[C@H]1NC.P([O-])([O-])([O-])=O.[K+].[K+].[K+]. (2) Reactant: [Cl:1][C:2]1[CH:3]=[C:4]([CH2:14][N:15]2[C:19]([CH3:20])=[CH:18][C:17]([NH:21][C:22](=[O:31])[C:23]3[CH:28]=[CH:27][C:26]([CH:29]=O)=[CH:25][CH:24]=3)=[N:16]2)[C:5]2[O:9][C:8]([CH:10]([CH3:12])[CH3:11])=[CH:7][C:6]=2[CH:13]=1.[CH2:32]([NH2:34])[CH3:33].C(O)(=O)C.C(O[BH-](OC(=O)C)OC(=O)C)(=O)C.[Na+]. Product: [Cl:1][C:2]1[CH:3]=[C:4]([CH2:14][N:15]2[C:19]([CH3:20])=[CH:18][C:17]([NH:21][C:22](=[O:31])[C:23]3[CH:24]=[CH:25][C:26]([CH2:29][NH:34][CH2:32][CH3:33])=[CH:27][CH:28]=3)=[N:16]2)[C:5]2[O:9][C:8]([CH:10]([CH3:12])[CH3:11])=[CH:7][C:6]=2[CH:13]=1. The catalyst class is: 2. (3) Reactant: [C:1]([NH:5][C:6](=[O:35])[C:7]1[CH:12]=[CH:11][CH:10]=[C:9]([O:13][C:14]2[CH:19]=[CH:18][C:17]([NH:20][C:21]3[C:31]4[CH:30]=[C:29]([CH:32]=O)[CH2:28][CH2:27][NH:26][C:25]=4[N:24]=[CH:23][N:22]=3)=[CH:16][C:15]=2[Cl:34])[CH:8]=1)([CH3:4])([CH3:3])[CH3:2].[CH3:36][O:37][CH2:38][CH2:39][NH2:40].C(O[BH-](OC(=O)C)OC(=O)C)(=O)C.[Na+].C(=O)(O)[O-].[Na+].[ClH:60].C(OCC)(=O)C. Product: [ClH:34].[ClH:60].[C:1]([NH:5][C:6](=[O:35])[C:7]1[CH:12]=[CH:11][CH:10]=[C:9]([O:13][C:14]2[CH:19]=[CH:18][C:17]([NH:20][C:21]3[C:31]4[CH:30]=[C:29]([CH2:32][NH:40][CH2:39][CH2:38][O:37][CH3:36])[CH2:28][CH2:27][NH:26][C:25]=4[N:24]=[CH:23][N:22]=3)=[CH:16][C:15]=2[Cl:34])[CH:8]=1)([CH3:2])([CH3:4])[CH3:3]. The catalyst class is: 214.